The task is: Binary Classification. Given a miRNA mature sequence and a target amino acid sequence, predict their likelihood of interaction.. This data is from Experimentally validated miRNA-target interactions with 360,000+ pairs, plus equal number of negative samples. (1) The miRNA is hsa-miR-5695 with sequence ACUCCAAGAAGAAUCUAGACAG. The protein sequence of the target gene is MNKSQEQVSFKDVCVDFTQEEWYLLDPAQKILYRDVILENYSNLVSVGYCITKPEVIFKIEQGEEPWILEKGFPSQCHPERKWKVDDVLESSQENEDDHFWELLFHNNKTVSVENGDRGSKTFNLGTDPVSLRNYPYKICDSCEMNLKNISGLIISKKNCSRKKPDEFNVCEKLLLDIRHEKIPIGEKSYKYDQKRNAINYHQDLSQPSFGQSFEYSKNGQGFHDEAAFFTNKRSQIGETVCKYNECGRTFIESLKLNISQRPHLEMEPYGCSICGKSFCMNLRFGHQRALTKDNPYEYN.... Result: 1 (interaction). (2) The miRNA is hsa-miR-3677-5p with sequence CAGUGGCCAGAGCCCUGCAGUG. The protein sequence of the target gene is MAAVQVAASLPCGQPREAPRELSPEQDDGFRRLSARLRALQPDDSTVSRMEIHLLFDQLISENYSEGGGVAPEDVSALLVRACQLVPLNQNHLVSKVCQLIHRLLNRLQVVVDEPNLDFLLTYTISALQQCSSWTHMEILQALAALVYCNGSKCQKHLPDLLGKSGLLMKLSDLSHSDPEVRRAAVHCMANLCLSVPGQPYLEEPYQHVCFQAFLTILQSPKSSDMDDITFCMLLQNALKGIQSLLNGGKMRLTQTEHLGALLAVLKKAMFHGLPGLNIEMPAVLYPTPLPQYDGRSPVK.... Result: 0 (no interaction). (3) The miRNA is hsa-miR-892b with sequence CACUGGCUCCUUUCUGGGUAGA. The protein sequence of the target gene is MEAHEIIEEPHITMDAEKHPPSKDPSAEDLQENHISESFLKPSTSETPLEPHTSESPLVPSPSQIPLEAHSPETHQEPSISETPSETPTYEASLDSPISVVPEKHLTLPPQSRDYVCLSSSDTLKEDLSSESSSNEVPWTRRSTHLSESESLPEHCLSGPSSQVQVDTTEKQEEEAGEVEKGVDASDSTAHTAQPGHQLGNTARPVFPARQTELVEVAKAMHREEFGAQVNNLFQWEKDAALNAIQTGLYIGWRCPHYLWDCFRIGDESRCFCGHLLREHRIISDISVPCKVSQCRCFMF.... Result: 1 (interaction). (4) The miRNA is hsa-miR-5047 with sequence UUGCAGCUGCGGUUGUAAGGU. The protein sequence of the target gene is MASQNRDPAATSVAAARKGAEPSGGAARGPVGKRLQQELMTLMMSGDKGISAFPESDNLFKWVGTIHGAAGTVYEDLRYKLSLEFPSGYPYNAPTVKFLTPCYHPNVDTQGNICLDILKEKWSALYDVRTILLSIQSLLGEPNIDSPLNTHAAELWKNPTAFKKYLQETYSKQVTSQEP. Result: 0 (no interaction). (5) The protein sequence of the target gene is MERISAFFSSIWDTILTKHQEGIYNTICLGVLLGLPLLVIITLLFICCHCCWSPPGKRGQQPEKNKKKKKKKKKKDEEDLWISAQPKLLQMEKRPSLPV. Result: 0 (no interaction). The miRNA is mmu-miR-326-5p with sequence GGGGGCAGGGCCUUUGUGAAGGCG. (6) The miRNA is hsa-miR-302c-5p with sequence UUUAACAUGGGGGUACCUGCUG. The protein sequence of the target gene is MAAAITDMADLEELSRLSPLPPGSPGSAARGRAEPPEEEEEEEEEEEEAEAEAVAALLLNGGSGGGGGGGGGGVGGGEAETMSEPSPESASQAGEDEDEEEDDEEEEDESSSSGGGEEESSAESLVGSSGGSSSDETRSLSPGAASSSSGDGDGKEGLEEPKGPRGSQGGGGGGSSSSSVVSSGGDEGYGTGGGGSSATSGGRRGSLEMSSDGEPLSRMDSEDSISSTIMDVDSTISSGRSTPAMMNGQGSTTSSSKNIAYNCCWDQCQACFNSSPDLADHIRSIHVDGQRGGVFVCLWK.... Result: 0 (no interaction). (7) The miRNA is hsa-miR-4512 with sequence CAGGGCCUCACUGUAUCGCCCA. The protein sequence of the target gene is MNTRNRVVNSGLGASPASRPTRDPQDPSGRQGELSPVEDQREGLEAAPKGPSRESVVHAGQRRTSAYTLIAPNINRRNEIQRIAEQELANLEKWKEQNRAKPVHLVPRRLGGSQSETEVRQKQQLQLMQSKYKQKLKREESVRIKKEAEEAELQKMKAIQREKSNKLEEKKRLQENLRREAFREHQQYKTAEFLSKLNTESPDRSACQSAVCGPQSSTWKLPILPRDHSWARSWAYRDSLKAEENRKLQKMKDEQHQKSELLELKRQQQEQERAKIHQTEHRRVNNAFLDRLQGKSQPGG.... Result: 0 (no interaction).